From a dataset of Catalyst prediction with 721,799 reactions and 888 catalyst types from USPTO. Predict which catalyst facilitates the given reaction. (1) Reactant: [CH3:1][N:2]1[CH2:7][CH2:6][C:5]([CH2:16][NH2:17])([C:8]2[CH:13]=[CH:12][C:11]([Cl:14])=[C:10]([Cl:15])[CH:9]=2)[CH2:4][CH2:3]1.[C:18]([C:20]1[CH:21]=[C:22]([C:30](O)=[O:31])[C:23]2[C:28]([CH:29]=1)=[CH:27][CH:26]=[CH:25][CH:24]=2)#[N:19]. Product: [CH3:1][N:2]1[CH2:3][CH2:4][C:5]([C:8]2[CH:13]=[CH:12][C:11]([Cl:14])=[C:10]([Cl:15])[CH:9]=2)([CH2:16][NH:17][C:30]([C:22]2[C:23]3[C:28](=[CH:27][CH:26]=[CH:25][CH:24]=3)[CH:29]=[C:20]([C:18]#[N:19])[CH:21]=2)=[O:31])[CH2:6][CH2:7]1. The catalyst class is: 28. (2) Reactant: [F:1][C:2]1[CH:3]=[C:4]([C:9]([C:24]2[CH:29]=[CH:28][C:27]([F:30])=[C:26]([F:31])[CH:25]=2)([OH:23])[C@@H:10]([NH:17][C:18](=O)[O:19]CC)[C:11]2[CH:16]=[CH:15][CH:14]=[CH:13][CH:12]=2)[CH:5]=[CH:6][C:7]=1[F:8].CC([O-])(C)C.[K+]. Product: [F:31][C:26]1[CH:25]=[C:24]([C:9]2([C:4]3[CH:5]=[CH:6][C:7]([F:8])=[C:2]([F:1])[CH:3]=3)[O:23][C:18](=[O:19])[NH:17][C@H:10]2[C:11]2[CH:12]=[CH:13][CH:14]=[CH:15][CH:16]=2)[CH:29]=[CH:28][C:27]=1[F:30]. The catalyst class is: 14. (3) The catalyst class is: 6. Reactant: [NH2:1][C:2]1[CH:7]=[CH:6][CH:5]=[CH:4][C:3]=1[OH:8].C(OCC)(=O)C.[N:15]#[C:16]Br.[OH-].[Na+]. Product: [NH2:15][C:16]1[O:8][C:3]2[CH:4]=[CH:5][CH:6]=[CH:7][C:2]=2[N:1]=1. (4) The catalyst class is: 603. Reactant: [F:1][C:2]1[C:3]([N+:24]([O-])=O)=[C:4]([CH:21]=[CH:22][CH:23]=1)[CH2:5][CH2:6][NH:7][CH:8]1[CH2:13][CH2:12][N:11]([CH2:14][C:15]2[CH:20]=[CH:19][CH:18]=[CH:17][CH:16]=2)[CH2:10][CH2:9]1.[H][H]. Product: [NH2:24][C:3]1[C:2]([F:1])=[CH:23][CH:22]=[CH:21][C:4]=1[CH2:5][CH2:6][NH:7][CH:8]1[CH2:9][CH2:10][N:11]([CH2:14][C:15]2[CH:16]=[CH:17][CH:18]=[CH:19][CH:20]=2)[CH2:12][CH2:13]1. (5) Reactant: [C:1]1([CH3:10])[CH:6]=[CH:5][C:4]([CH2:7][C:8]#[N:9])=[CH:3][CH:2]=1.[Na].[CH2:12]([C@@H:14]1[O:16][CH2:15]1)Cl.C[Si]([N-][Si](C)(C)C)(C)C.[Na+]. Product: [OH:16][CH2:15][C@@H:14]1[CH2:12][C@:7]1([C:4]1[CH:5]=[CH:6][C:1]([CH3:10])=[CH:2][CH:3]=1)[C:8]#[N:9]. The catalyst class is: 1. (6) Reactant: [O:1]=[C:2]1[C:10]2[C:5](=[CH:6][CH:7]=[CH:8][CH:9]=2)[C:4](=[O:11])[N:3]1[CH:12]([C:17]1[CH:22]=[CH:21][C:20]([F:23])=[CH:19][CH:18]=1)[CH2:13]C(O)=O.C(N(CC)CC)C.[N:31]12[CH2:38]CN(CC1)CC2.C1(P(N=[N+]=[N-])(C2C=CC=CC=2)=[O:46])C=CC=CC=1.[C:56]([OH:60])([CH3:59])([CH3:58])[CH3:57]. Product: [C:56]([O:60][C:38](=[O:46])[NH:31][CH2:13][CH:12]([N:3]1[C:2](=[O:1])[C:10]2[C:5](=[CH:6][CH:7]=[CH:8][CH:9]=2)[C:4]1=[O:11])[C:17]1[CH:18]=[CH:19][C:20]([F:23])=[CH:21][CH:22]=1)([CH3:59])([CH3:58])[CH3:57]. The catalyst class is: 133. (7) Reactant: [CH2:1]([NH:4][C:5]1[CH:9]=[C:8]([C:10]2[CH:15]=[CH:14][N:13]=[CH:12][CH:11]=2)[S:7][C:6]=1[C:16]([O:18]C)=[O:17])[CH2:2][CH3:3].C[O-].[Na+].CO.Cl. Product: [CH2:1]([NH:4][C:5]1[CH:9]=[C:8]([C:10]2[CH:15]=[CH:14][N:13]=[CH:12][CH:11]=2)[S:7][C:6]=1[C:16]([OH:18])=[O:17])[CH2:2][CH3:3]. The catalyst class is: 6. (8) Reactant: [CH3:1][O:2][C:3]1[CH:8]=[CH:7][C:6]([CH3:9])=[CH:5][C:4]=1[NH2:10].C1C(=O)N([Br:18])C(=O)C1. Product: [Br:18][C:7]1[C:6]([CH3:9])=[CH:5][C:4]([NH2:10])=[C:3]([O:2][CH3:1])[CH:8]=1. The catalyst class is: 35.